This data is from Catalyst prediction with 721,799 reactions and 888 catalyst types from USPTO. The task is: Predict which catalyst facilitates the given reaction. (1) Reactant: [H-].[Na+].[Br:3][C:4]1[CH:5]=[C:6]2[C:10](=[CH:11][CH:12]=1)[NH:9][N:8]=[C:7]2[CH3:13].CC1C=CC(S(O[CH2:25][C:26]2([C:29]#[N:30])[CH2:28][CH2:27]2)(=O)=O)=CC=1.[Cl-].[NH4+]. Product: [Br:3][C:4]1[CH:12]=[CH:11][C:10]2[C:6](=[C:7]([CH3:13])[N:8]([CH2:25][C:26]3([C:29]#[N:30])[CH2:28][CH2:27]3)[N:9]=2)[CH:5]=1. The catalyst class is: 9. (2) Product: [F:1][C:2]1[C:3]([O:16][CH2:17][CH2:18][CH2:19][O:20][CH3:21])=[CH:4][C:5]2[CH2:6][CH:7]([CH:13]([CH3:15])[CH3:14])[N:8]3[CH:9]([CH2:33][C:32](=[O:34])[C:26]([C:27]([O:29][CH2:30][CH3:31])=[O:28])=[CH:25]3)[C:10]=2[C:11]=1[F:12]. Reactant: [F:1][C:2]1[C:11]([F:12])=[C:10]2[C:5]([CH2:6][CH:7]([CH:13]([CH3:15])[CH3:14])[N:8]=[CH:9]2)=[CH:4][C:3]=1[O:16][CH2:17][CH2:18][CH2:19][O:20][CH3:21].C(O[CH:25]=[C:26]([C:32](=[O:34])[CH3:33])[C:27]([O:29][CH2:30][CH3:31])=[O:28])C. The catalyst class is: 8. (3) Reactant: [S:1]1[C:5]2[CH:6]=[CH:7][CH:8]=[CH:9][C:4]=2[N:3]=[C:2]1[N:10]1[C:14](=[O:15])[C:13](=[CH:16][N:17](C)C)[C:12]([C:20]2[S:21][CH:22]=[CH:23][C:24]=2[Br:25])=[N:11]1. Product: [NH2:17][CH:16]=[C:13]1[C:12]([C:20]2[S:21][CH:22]=[CH:23][C:24]=2[Br:25])=[N:11][N:10]([C:2]2[S:1][C:5]3[CH:6]=[CH:7][CH:8]=[CH:9][C:4]=3[N:3]=2)[C:14]1=[O:15]. The catalyst class is: 547.